From a dataset of Catalyst prediction with 721,799 reactions and 888 catalyst types from USPTO. Predict which catalyst facilitates the given reaction. (1) Reactant: [NH2:1][C:2]1[CH:7]=[C:6]([CH:8]([CH3:10])[CH3:9])[CH:5]=[CH:4][C:3]=1[CH2:11][CH2:12][NH:13][C:14](=[O:20])OC(C)(C)C.N1[CH:26]=[CH:25][CH:24]=CC=1.Cl[C:28](=[O:34])[C:29]([O:31][CH2:32][CH3:33])=[O:30].[OH2:35].Cl[CH2:37]Cl. Product: [C:25]([O:35][CH:12]([N:13]=[C:14]=[O:20])[CH2:11][C:3]1[CH:4]=[CH:5][C:6]([CH:8]([CH3:9])[CH3:10])=[CH:7][C:2]=1[NH:1][C:28](=[O:34])[C:29]([O:31][CH2:32][CH3:33])=[O:30])([CH3:24])([CH3:26])[CH3:37]. The catalyst class is: 13. (2) Reactant: C(O)(=O)[C@H]([C@@H](C(O)=O)O)O.[C:11]([O:15][C:16]([N:18]1[CH2:23][CH2:22][NH:21][CH2:20][C@H:19]1[C:24]([O:26][CH2:27][CH3:28])=[O:25])=[O:17])([CH3:14])([CH3:13])[CH3:12].C(=O)(O)[O-].[Na+].Cl[C:35]([O:37][CH2:38][C:39]1[CH:44]=[CH:43][CH:42]=[CH:41][CH:40]=1)=[O:36].[Cl-].[Na+]. Product: [C:11]([O:15][C:16]([N:18]1[CH2:23][CH2:22][N:21]([C:35]([O:37][CH2:38][C:39]2[CH:44]=[CH:43][CH:42]=[CH:41][CH:40]=2)=[O:36])[CH2:20][C@H:19]1[C:24]([O:26][CH2:27][CH3:28])=[O:25])=[O:17])([CH3:14])([CH3:13])[CH3:12]. The catalyst class is: 253.